This data is from CYP2C19 inhibition data for predicting drug metabolism from PubChem BioAssay. The task is: Regression/Classification. Given a drug SMILES string, predict its absorption, distribution, metabolism, or excretion properties. Task type varies by dataset: regression for continuous measurements (e.g., permeability, clearance, half-life) or binary classification for categorical outcomes (e.g., BBB penetration, CYP inhibition). Dataset: cyp2c19_veith. (1) The result is 1 (inhibitor). The compound is CS(=O)(=O)Nc1ccc([N+](=O)[O-])cc1OC1CCCCC1. (2) The result is 0 (non-inhibitor). The drug is CN(C)CC(O)COc1cccc(OCC(O)CN(C)C)c1.Cl. (3) The molecule is Cc1ccc(C[N+](C)(C)C)o1. The result is 0 (non-inhibitor). (4) The molecule is c1ccc2c(-c3c[nH]c4ccccc34)c3ccccc3nc2c1. The result is 1 (inhibitor).